From a dataset of Reaction yield outcomes from USPTO patents with 853,638 reactions. Predict the reaction yield, written as a fraction of the theoretical maximum amount of product (1.0 means a 100% yield; for example, 0.34 means a 34% yield). (1) The reactants are [OH:1][CH:2]1[CH2:6][CH2:5][C:4]([CH2:7][CH2:8][CH2:9][CH2:10][PH:11](=[O:15])[O:12][CH2:13][CH3:14])=[CH:3]1.[Si:16](Cl)([C:19]([CH3:22])([CH3:21])[CH3:20])([CH3:18])[CH3:17].C(N(CC)CC)C. The catalyst is CN(C=O)C.CN(C1C=CN=CC=1)C. The product is [Si:16]([O:1][CH:2]1[CH2:6][CH2:5][C:4]([CH2:7][CH2:8][CH2:9][CH2:10][PH:11](=[O:15])[O:12][CH2:13][CH3:14])=[CH:3]1)([C:19]([CH3:22])([CH3:21])[CH3:20])([CH3:18])[CH3:17]. The yield is 0.610. (2) The reactants are [CH3:1][O:2][CH2:3][C@H:4]([OH:6])[CH3:5].[H-].[Na+].Cl[C:10]1[N:15]=[C:14]([C:16]([NH:18][CH2:19][CH3:20])=[O:17])[CH:13]=[C:12]([S:21][CH3:22])[N:11]=1. The catalyst is C1COCC1. The product is [CH2:19]([NH:18][C:16]([C:14]1[CH:13]=[C:12]([S:21][CH3:22])[N:11]=[C:10]([O:6][C@H:4]([CH3:5])[CH2:3][O:2][CH3:1])[N:15]=1)=[O:17])[CH3:20]. The yield is 0.786.